Dataset: Full USPTO retrosynthesis dataset with 1.9M reactions from patents (1976-2016). Task: Predict the reactants needed to synthesize the given product. (1) Given the product [NH2:29][CH:26]1[CH2:27][CH2:28][N:24]([C:21]2[N:22]=[CH:23][C:18]([NH:17][C:5]3[C:4]4[C:9](=[CH:10][CH:11]=[C:2]([C:42]5[CH:41]=[C:40]([O:53][CH3:54])[C:39]([OH:55])=[C:38]([Cl:37])[CH:43]=5)[CH:3]=4)[N:8]=[CH:7][C:6]=3[C:12]([CH:14]3[CH2:15][CH2:16]3)=[O:13])=[CH:19][CH:20]=2)[CH2:25]1, predict the reactants needed to synthesize it. The reactants are: Br[C:2]1[CH:3]=[C:4]2[C:9](=[CH:10][CH:11]=1)[N:8]=[CH:7][C:6]([C:12]([CH:14]1[CH2:16][CH2:15]1)=[O:13])=[C:5]2[NH:17][C:18]1[CH:19]=[CH:20][C:21]([N:24]2[CH2:28][CH2:27][CH:26]([NH:29]C(=O)OC(C)(C)C)[CH2:25]2)=[N:22][CH:23]=1.[Cl:37][C:38]1[CH:43]=[C:42](B2OC(C)(C)C(C)(C)O2)[CH:41]=[C:40]([O:53][CH3:54])[C:39]=1[OH:55]. (2) The reactants are: [C:1]([C:3]1[CH:8]=[CH:7][C:6]([CH:9]2[CH2:14][CH2:13][N:12]([C:15]([O:17][C:18]([CH3:21])([CH3:20])[CH3:19])=[O:16])[CH2:11][CH:10]2[O:22][CH2:23][C:24]2[CH:33]=[CH:32][C:31]3[C:26](=[CH:27][CH:28]=[CH:29][CH:30]=3)[CH:25]=2)=[CH:5][CH:4]=1)#[N:2]. Given the product [NH2:2][CH2:1][C:3]1[CH:8]=[CH:7][C:6]([CH:9]2[CH2:14][CH2:13][N:12]([C:15]([O:17][C:18]([CH3:21])([CH3:19])[CH3:20])=[O:16])[CH2:11][CH:10]2[O:22][CH2:23][C:24]2[CH:33]=[CH:32][C:31]3[C:26](=[CH:27][CH:28]=[CH:29][CH:30]=3)[CH:25]=2)=[CH:5][CH:4]=1, predict the reactants needed to synthesize it. (3) Given the product [CH3:28][N:25]1[C:13]2=[CH:14][CH:15]=[C:16]3[C:11]([N:10]=[C:9]([C:6]4[CH:5]=[CH:4][C:3]([OH:2])=[N:8][CH:7]=4)[N:18]=[C:17]3[N:19]3[CH2:24][CH2:23][O:22][CH2:21][CH2:20]3)=[C:12]2[CH:27]=[CH:26]1, predict the reactants needed to synthesize it. The reactants are: C[O:2][C:3]1[N:8]=[CH:7][C:6]([C:9]2[N:18]=[C:17]([N:19]3[CH2:24][CH2:23][O:22][CH2:21][CH2:20]3)[C:16]3[C:11](=[C:12]4[CH:27]=[CH:26][N:25]([CH3:28])[C:13]4=[CH:14][CH:15]=3)[N:10]=2)=[CH:5][CH:4]=1.CO. (4) Given the product [F:18][B-:17]([F:21])([F:20])[F:19].[OH:11][C:8]1[CH:9]=[CH:10][C:5]([N+:4]#[N:12])=[CH:6][CH:7]=1, predict the reactants needed to synthesize it. The reactants are: C([NH:4][C:5]1[CH:10]=[CH:9][C:8]([OH:11])=[CH:7][CH:6]=1)(=O)C.[N:12]([O-])=O.[Na+].[H+].[B-:17]([F:21])([F:20])([F:19])[F:18]. (5) Given the product [CH2:19]([O:18][C:14]1[CH:13]=[C:12]([CH2:11][CH2:10][CH2:9][N:1]2[CH:5]=[CH:4][N:3]=[N:2]2)[CH:17]=[CH:16][CH:15]=1)[C:20]1[CH:21]=[CH:22][CH:23]=[CH:24][CH:25]=1, predict the reactants needed to synthesize it. The reactants are: [NH:1]1[CH:5]=[CH:4][N:3]=[N:2]1.[H-].[Na+].I[CH2:9][CH2:10][CH2:11][C:12]1[CH:13]=[C:14]([O:18][CH2:19][C:20]2[CH:25]=[CH:24][CH:23]=[CH:22][CH:21]=2)[CH:15]=[CH:16][CH:17]=1. (6) Given the product [C:32]([O:31][C:29]([N:8]1[CH2:9][CH:10]2[CH2:14][CH:12]([N:11]2[C:15]([C:17]([F:19])([F:18])[F:20])=[O:16])[CH2:13]1)=[O:30])([CH3:33])([CH3:34])[CH3:35], predict the reactants needed to synthesize it. The reactants are: C([N:8]1[CH2:13][CH:12]2[CH2:14][CH:10]([N:11]2[C:15]([C:17]([F:20])([F:19])[F:18])=[O:16])[CH2:9]1)C1C=CC=CC=1.[C:32]([O:31][C:29](O[C:29]([O:31][C:32]([CH3:35])([CH3:34])[CH3:33])=[O:30])=[O:30])([CH3:35])([CH3:34])[CH3:33].[H][H]. (7) Given the product [C:5]1([C:17]([C:16]2[CH:15]=[CH:22][CH:21]=[CH:20][CH:19]=2)=[CH:17][C:16]2[CH:19]=[CH:20][C:21]([C:7]([C:6]3[CH:9]=[C:10]([CH3:13])[CH:11]=[CH:12][C:5]=3[OH:4])=[O:8])=[CH:22][CH:15]=2)[CH:12]=[CH:11][CH:10]=[CH:9][CH:6]=1, predict the reactants needed to synthesize it. The reactants are: COC[O:4][C:5]1[CH:12]=[CH:11][C:10]([CH3:13])=[CH:9][C:6]=1[CH:7]=[O:8].C[C:15]1[CH:22]=[CH:21][CH:20]=[C:19](C)[C:16]=1[CH:17]=O.Cl. (8) Given the product [NH2:1][C:2]1[N:11]=[C:10]([NH2:12])[C:9]2[C:4](=[N:5][CH:6]=[C:7]([CH2:13][N:14]([CH3:88])[C:15]3[CH:16]=[CH:17][C:18]([C:21]([NH:23][C@@H:24]([CH2:32][CH2:33][C:34](=[O:87])[NH:35][CH2:36][CH2:37][O:38][CH2:39][CH2:40][O:41][CH2:42][CH2:43][O:44][CH2:45][CH2:46][O:47][CH2:48][CH2:49][O:50][CH2:51][CH2:52][NH:53][C:54](=[O:86])[CH2:55][O:56][C:57]4[CH:62]=[CH:61][C:60]([C:63]5[NH:67][N:66]=[C:65]6[C:68]7[CH:69]=[CH:70][CH:71]=[C:72]([NH:76][C:77]([NH:79][N:80]8[CH2:85][CH2:84][O:83][CH2:82][CH2:81]8)=[O:78])[C:73]=7[C:74](=[O:75])[C:64]=56)=[CH:59][CH:58]=4)[C:25]([OH:27])=[O:26])=[O:22])=[CH:19][CH:20]=3)[N:8]=2)[N:3]=1, predict the reactants needed to synthesize it. The reactants are: [NH2:1][C:2]1[N:11]=[C:10]([NH2:12])[C:9]2[C:4](=[N:5][CH:6]=[C:7]([CH2:13][N:14]([CH3:88])[C:15]3[CH:20]=[CH:19][C:18]([C:21]([NH:23][C@@H:24]([CH2:32][CH2:33][C:34](=[O:87])[NH:35][CH2:36][CH2:37][O:38][CH2:39][CH2:40][O:41][CH2:42][CH2:43][O:44][CH2:45][CH2:46][O:47][CH2:48][CH2:49][O:50][CH2:51][CH2:52][NH:53][C:54](=[O:86])[CH2:55][O:56][C:57]4[CH:62]=[CH:61][C:60]([C:63]5[NH:67][N:66]=[C:65]6[C:68]7[CH:69]=[CH:70][CH:71]=[C:72]([NH:76][C:77]([NH:79][N:80]8[CH2:85][CH2:84][O:83][CH2:82][CH2:81]8)=[O:78])[C:73]=7[C:74](=[O:75])[C:64]=56)=[CH:59][CH:58]=4)[C:25]([O:27]C(C)(C)C)=[O:26])=[O:22])=[CH:17][CH:16]=3)[N:8]=2)[N:3]=1.C(O)(C(F)(F)F)=O.S(C)C. (9) Given the product [CH3:18][C@H:14]1[CH2:15][CH2:16][CH2:17][N:13]1[C@H:11]1[CH2:12][C@H:9]([C:7]2[S:8][C:4]3[CH:3]=[C:2]([C:29]4[CH:30]=[N:31][C:32]5[C:37]([CH:38]=4)=[CH:36][CH:35]=[CH:34][CH:33]=5)[CH:20]=[CH:19][C:5]=3[N:6]=2)[CH2:10]1, predict the reactants needed to synthesize it. The reactants are: Br[C:2]1[CH:20]=[CH:19][C:5]2[N:6]=[C:7]([C@H:9]3[CH2:12][C@H:11]([N:13]4[CH2:17][CH2:16][CH2:15][C@H:14]4[CH3:18])[CH2:10]3)[S:8][C:4]=2[CH:3]=1.CC1(C)C(C)(C)OB([C:29]2[CH:30]=[N:31][C:32]3[C:37]([CH:38]=2)=[CH:36][CH:35]=[CH:34][CH:33]=3)O1.N1C=C(B(O)O)C=NC=1. (10) Given the product [Cl:1][C:2]1[N:3]=[C:4]2[CH:9]=[CH:8][C:7]([F:10])=[CH:6][N:5]2[C:11]=1[C:38]1[N:43]=[C:42]([CH3:44])[N:41]=[C:40]([N:45]([CH2:46][C:47]2[CH:48]=[CH:49][C:50]([O:53][CH3:54])=[CH:51][CH:52]=2)[CH2:55][C:56]2[CH:57]=[CH:58][C:59]([O:62][CH3:63])=[CH:60][CH:61]=2)[N:39]=1, predict the reactants needed to synthesize it. The reactants are: [Cl:1][C:2]1[N:3]=[C:4]2[CH:9]=[CH:8][C:7]([F:10])=[CH:6][N:5]2[CH:11]=1.C1(P(C2C=CC=CC=2)C2C=CC=CC=2)C=CC=CC=1.C(=O)([O-])[O-].[K+].[K+].Cl[C:38]1[N:43]=[C:42]([CH3:44])[N:41]=[C:40]([N:45]([CH2:55][C:56]2[CH:61]=[CH:60][C:59]([O:62][CH3:63])=[CH:58][CH:57]=2)[CH2:46][C:47]2[CH:52]=[CH:51][C:50]([O:53][CH3:54])=[CH:49][CH:48]=2)[N:39]=1.